This data is from Reaction yield outcomes from USPTO patents with 853,638 reactions. The task is: Predict the reaction yield, written as a fraction of the theoretical maximum amount of product (1.0 means a 100% yield; for example, 0.34 means a 34% yield). (1) The reactants are C[O:2][C:3](=[O:25])[CH:4]([C:11]1[CH:16]=[CH:15][C:14]([S:17]([CH3:20])(=[O:19])=[O:18])=[C:13]([C:21]([F:24])([F:23])[F:22])[CH:12]=1)[CH2:5][CH:6]1[CH2:10][CH2:9][CH2:8][CH2:7]1.[OH-].[Li+]. The catalyst is O1CCCC1.O. The product is [CH:6]1([CH2:5][CH:4]([C:11]2[CH:16]=[CH:15][C:14]([S:17]([CH3:20])(=[O:19])=[O:18])=[C:13]([C:21]([F:24])([F:22])[F:23])[CH:12]=2)[C:3]([OH:25])=[O:2])[CH2:10][CH2:9][CH2:8][CH2:7]1. The yield is 0.845. (2) The reactants are [F:1][C:2]1[C:3]([NH:15][C:16]2[CH:21]=[CH:20][C:19](I)=[CH:18][C:17]=2[F:23])=[C:4]([C:9]2[O:13][C:12](=[O:14])[NH:11][N:10]=2)[CH:5]=[CH:6][C:7]=1[F:8].C(N(CC)CC)C.[CH3:31][Si:32]([C:35]#[CH:36])([CH3:34])[CH3:33]. The catalyst is O1CCCC1.Cl[Pd](Cl)([P](C1C=CC=CC=1)(C1C=CC=CC=1)C1C=CC=CC=1)[P](C1C=CC=CC=1)(C1C=CC=CC=1)C1C=CC=CC=1.[Cu]I. The product is [F:1][C:2]1[C:3]([NH:15][C:16]2[CH:21]=[CH:20][C:19]([C:36]#[C:35][Si:32]([CH3:34])([CH3:33])[CH3:31])=[CH:18][C:17]=2[F:23])=[C:4]([C:9]2[O:13][C:12](=[O:14])[NH:11][N:10]=2)[CH:5]=[CH:6][C:7]=1[F:8]. The yield is 1.00. (3) The reactants are [H-].[Na+].[CH3:3][C:4]1([CH3:46])[C:8](=[O:9])[N:7]([C:10]2[CH:15]=[CH:14][C:13]([NH:16][C:17](=[O:19])[CH3:18])=[C:12]([C:20]([F:23])([F:22])[F:21])[CH:11]=2)[C:6](=[O:24])[N:5]1[CH2:25][CH2:26][CH2:27][CH2:28][CH2:29][CH2:30][CH2:31][CH2:32][CH2:33][S:34]([CH2:36][CH2:37][CH2:38][C:39]([F:45])([F:44])[C:40]([F:43])([F:42])[F:41])=[O:35].[CH3:47]I.O. The catalyst is CN(C=O)C. The product is [CH3:3][C:4]1([CH3:46])[C:8](=[O:9])[N:7]([C:10]2[CH:15]=[CH:14][C:13]([N:16]([CH3:47])[C:17](=[O:19])[CH3:18])=[C:12]([C:20]([F:23])([F:22])[F:21])[CH:11]=2)[C:6](=[O:24])[N:5]1[CH2:25][CH2:26][CH2:27][CH2:28][CH2:29][CH2:30][CH2:31][CH2:32][CH2:33][S:34]([CH2:36][CH2:37][CH2:38][C:39]([F:45])([F:44])[C:40]([F:41])([F:42])[F:43])=[O:35]. The yield is 0.720. (4) The reactants are [NH2:1][CH2:2][C:3]([C:6]1[NH:7][C:8]2[C:13]([CH:14]=1)=[CH:12][C:11]([NH:15][C:16]([C:18]1([C:21]3[CH:29]=[CH:28][C:24]4[O:25][CH2:26][O:27][C:23]=4[CH:22]=3)[CH2:20][CH2:19]1)=[O:17])=[CH:10][CH:9]=2)([CH3:5])[CH3:4].N1C=CC=CC=1.[C:36](OC(=O)C)(=[O:38])[CH3:37].O. The catalyst is ClCCl. The product is [C:36]([NH:1][CH2:2][C:3]([C:6]1[NH:7][C:8]2[C:13]([CH:14]=1)=[CH:12][C:11]([NH:15][C:16]([C:18]1([C:21]3[CH:29]=[CH:28][C:24]4[O:25][CH2:26][O:27][C:23]=4[CH:22]=3)[CH2:20][CH2:19]1)=[O:17])=[CH:10][CH:9]=2)([CH3:4])[CH3:5])(=[O:38])[CH3:37]. The yield is 0.730. (5) The reactants are [O:1]([C:8]1[C:17]2[C:12](=[CH:13][CH:14]=[CH:15][CH:16]=2)[C:11]([CH:18]=[O:19])=[CH:10][CH:9]=1)[C:2]1[CH:7]=[CH:6][CH:5]=[CH:4][CH:3]=1.[BH4-].[Na+]. The catalyst is C(O)C. The product is [O:1]([C:8]1[C:17]2[C:12](=[CH:13][CH:14]=[CH:15][CH:16]=2)[C:11]([CH2:18][OH:19])=[CH:10][CH:9]=1)[C:2]1[CH:7]=[CH:6][CH:5]=[CH:4][CH:3]=1. The yield is 0.950. (6) The reactants are Br.Br[CH:3]([C:13]1[CH:18]=[CH:17][N:16]=[C:15]([F:19])[CH:14]=1)[C:4]([C:6]1[CH:11]=[CH:10][CH:9]=[C:8]([CH3:12])[CH:7]=1)=O.[NH2:20][C:21]([NH2:23])=[S:22].C(N(CC)CC)C.C(=O)([O-])O.[Na+]. The catalyst is C(#N)C. The product is [F:19][C:15]1[CH:14]=[C:13]([C:3]2[S:22][C:21]([NH2:23])=[N:20][C:4]=2[C:6]2[CH:11]=[CH:10][CH:9]=[C:8]([CH3:12])[CH:7]=2)[CH:18]=[CH:17][N:16]=1. The yield is 0.350. (7) The reactants are [CH2:1]([C:5]1[N:6]=[C:7]([CH3:27])[NH:8][C:9](=[O:26])[C:10]=1[CH2:11][C:12]1[CH:17]=[CH:16][C:15]([C:18]2[C:19]([C:24]#[N:25])=[CH:20][CH:21]=[CH:22][CH:23]=2)=[CH:14][CH:13]=1)[CH2:2][CH2:3][CH3:4].N(C(N1CCCCC1)=O)=NC(N1CCCCC1)=O.C(P(CCCC)CCCC)CCC.[CH3:59][C:60]1[CH:61]=[CH:62][C:63]([CH2:66]O)=[N:64][CH:65]=1. The catalyst is C(OCC)(=O)C.O1CCCC1. The product is [CH2:1]([C:5]1[N:6]=[C:7]([CH3:27])[N:8]([CH2:66][C:63]2[CH:62]=[CH:61][C:60]([CH3:59])=[CH:65][N:64]=2)[C:9](=[O:26])[C:10]=1[CH2:11][C:12]1[CH:17]=[CH:16][C:15]([C:18]2[C:19]([C:24]#[N:25])=[CH:20][CH:21]=[CH:22][CH:23]=2)=[CH:14][CH:13]=1)[CH2:2][CH2:3][CH3:4]. The yield is 0.470.